This data is from Reaction yield outcomes from USPTO patents with 853,638 reactions. The task is: Predict the reaction yield, written as a fraction of the theoretical maximum amount of product (1.0 means a 100% yield; for example, 0.34 means a 34% yield). The reactants are [CH3:1][O:2][C:3]([C:5]1([C:8]2[CH:13]=[CH:12][C:11]([O:14][CH3:15])=[C:10]([CH2:16]Cl)[CH:9]=2)[CH2:7][CH2:6]1)=[O:4].C([O-])([O-])=[O:19].[Na+].[Na+].Cl. The catalyst is O.[N+](CCCC)(CCCC)(CCCC)CCCC.[Br-]. The product is [CH3:1][O:2][C:3]([C:5]1([C:8]2[CH:13]=[CH:12][C:11]([O:14][CH3:15])=[C:10]([CH2:16][OH:19])[CH:9]=2)[CH2:7][CH2:6]1)=[O:4]. The yield is 0.390.